From a dataset of Forward reaction prediction with 1.9M reactions from USPTO patents (1976-2016). Predict the product of the given reaction. (1) Given the reactants [Cl:1][C:2]1[CH:3]=[C:4]([C:14]#[N:15])[C:5]([NH:8][C:9](=O)[O:10]CC)=[N:6][CH:7]=1.[CH3:16][O:17][CH2:18][C:19]([NH:21][NH2:22])=O, predict the reaction product. The product is: [Cl:1][C:2]1[CH:7]=[N:6][C:5]2[N:8]=[C:9]([OH:10])[N:22]3[N:21]=[C:19]([CH2:18][O:17][CH3:16])[N:15]=[C:14]3[C:4]=2[CH:3]=1. (2) Given the reactants [Cl:1][C:2]1[CH:7]=[CH:6][CH:5]=[CH:4][C:3]=1[CH2:8][CH2:9][OH:10].I[CH2:12][C:13]([O:15][CH2:16][CH3:17])=[O:14].C(C1C=CC=C(C(C)(C)C)N=1)(C)(C)C, predict the reaction product. The product is: [CH2:16]([O:15][C:13](=[O:14])[CH2:12][O:10][CH2:9][CH2:8][C:3]1[CH:4]=[CH:5][CH:6]=[CH:7][C:2]=1[Cl:1])[CH3:17].